Dataset: Full USPTO retrosynthesis dataset with 1.9M reactions from patents (1976-2016). Task: Predict the reactants needed to synthesize the given product. (1) Given the product [C:28]([C:30]1[CH:35]=[CH:34][CH:33]=[CH:32][C:31]=1[C:2]1[CH:17]=[CH:16][C:5]([C:6]([NH:8][CH2:9][C:10]2[CH:11]=[N:12][CH:13]=[CH:14][CH:15]=2)=[O:7])=[C:4]([NH:18][CH2:19][CH2:20][C:21]2[CH:26]=[CH:25][CH:24]=[C:23]([F:27])[CH:22]=2)[N:3]=1)#[N:29], predict the reactants needed to synthesize it. The reactants are: Cl[C:2]1[CH:17]=[CH:16][C:5]([C:6]([NH:8][CH2:9][C:10]2[CH:11]=[N:12][CH:13]=[CH:14][CH:15]=2)=[O:7])=[C:4]([NH:18][CH2:19][CH2:20][C:21]2[CH:26]=[CH:25][CH:24]=[C:23]([F:27])[CH:22]=2)[N:3]=1.[C:28]([C:30]1[CH:35]=[CH:34][CH:33]=[CH:32][C:31]=1B(O)O)#[N:29].C([O-])([O-])=O.[K+].[K+]. (2) Given the product [CH3:1][O:2][C:3](=[O:12])[C:4]1[CH:9]=[C:8]([NH2:10])[CH:7]=[CH:6][C:5]=1[O:11][CH2:15][CH2:16][N:17]1[CH2:21][CH2:20][CH2:19][CH2:18]1, predict the reactants needed to synthesize it. The reactants are: [CH3:1][O:2][C:3](=[O:12])[C:4]1[CH:9]=[C:8]([NH2:10])[CH:7]=[CH:6][C:5]=1[OH:11].Cl.Cl[CH2:15][CH2:16][N:17]1[CH2:21][CH2:20][CH2:19][CH2:18]1.C(=O)([O-])[O-].[Cs+].[Cs+]. (3) Given the product [Br:26][CH2:27][CH2:28][CH2:29][CH2:30][O:23][C:16]1[C:17]([O:21][CH3:22])=[CH:18][CH:19]=[C:20]2[C:15]=1[O:14][C:13](=[O:24])[CH:12]=[C:11]2[NH:10][C:9]1[C:8]([Cl:25])=[CH:7][N:6]=[CH:5][C:4]=1[Cl:3], predict the reactants needed to synthesize it. The reactants are: [H-].[Na+].[Cl:3][C:4]1[CH:5]=[N:6][CH:7]=[C:8]([Cl:25])[C:9]=1[NH:10][C:11]1[C:20]2[C:15](=[C:16]([OH:23])[C:17]([O:21][CH3:22])=[CH:18][CH:19]=2)[O:14][C:13](=[O:24])[CH:12]=1.[Br:26][CH2:27][CH2:28][CH2:29][CH2:30]Br.OP([O-])(O)=O.[K+].